Dataset: Full USPTO retrosynthesis dataset with 1.9M reactions from patents (1976-2016). Task: Predict the reactants needed to synthesize the given product. (1) Given the product [F:24][C:11]1[CH:10]=[C:9]([CH:14]=[CH:13][C:12]=1[O:15][CH2:16][C:17]1[CH:18]=[CH:19][C:20]([F:23])=[CH:21][CH:22]=1)[C:8]([OH:25])=[O:7], predict the reactants needed to synthesize it. The reactants are: FC1C=CC(C[O:7][C:8](=[O:25])[C:9]2[CH:14]=[CH:13][C:12]([O:15][CH2:16][C:17]3[CH:22]=[CH:21][C:20]([F:23])=[CH:19][CH:18]=3)=[C:11]([F:24])[CH:10]=2)=CC=1.[OH-].[K+].Cl. (2) Given the product [CH3:22][O:23][C:24]([C:26]1[C:34]2[C:29](=[CH:30][CH:31]=[CH:32][CH:33]=2)[N:28]([C:8]2[C:17]3[C:12](=[CH:13][CH:14]=[C:15]([C:18]([F:21])([F:20])[F:19])[CH:16]=3)[N:11]=[CH:10][CH:9]=2)[CH:27]=1)=[O:25], predict the reactants needed to synthesize it. The reactants are: C(=O)([O-])[O-].[K+].[K+].Cl[C:8]1[C:17]2[C:12](=[CH:13][CH:14]=[C:15]([C:18]([F:21])([F:20])[F:19])[CH:16]=2)[N:11]=[CH:10][CH:9]=1.[CH3:22][O:23][C:24]([C:26]1[C:34]2[C:29](=[CH:30][CH:31]=[CH:32][CH:33]=2)[NH:28][CH:27]=1)=[O:25]. (3) Given the product [F:25][C:26]1[CH:27]=[CH:28][C:29]([NH:32][NH:33][C:9](=[O:11])[CH2:8][N:5]2[CH2:6][CH2:7][N:2]([CH3:1])[CH:3]([CH2:12][O:13][Si:14]([CH:21]([CH3:22])[CH3:23])([CH:18]([CH3:19])[CH3:20])[CH:15]([CH3:16])[CH3:17])[CH2:4]2)=[N:30][CH:31]=1, predict the reactants needed to synthesize it. The reactants are: [CH3:1][N:2]1[CH2:7][CH2:6][N:5]([CH2:8][C:9]([O-:11])=O)[CH2:4][CH:3]1[CH2:12][O:13][Si:14]([CH:21]([CH3:23])[CH3:22])([CH:18]([CH3:20])[CH3:19])[CH:15]([CH3:17])[CH3:16].[Na+].[F:25][C:26]1[CH:27]=[CH:28][C:29]([NH:32][NH2:33])=[N:30][CH:31]=1.C1C=CC2N(O)N=NC=2C=1.C(Cl)CCl.